This data is from Full USPTO retrosynthesis dataset with 1.9M reactions from patents (1976-2016). The task is: Predict the reactants needed to synthesize the given product. (1) Given the product [CH3:7][C:4]1[N:3]([C:8]2[S:12][CH:11]=[N:10][C:9]=2[CH:13]=[O:14])[C:2]([CH3:1])=[CH:6][CH:5]=1, predict the reactants needed to synthesize it. The reactants are: [CH3:1][C:2]1[N:3]([C:8]2[S:12][CH:11]=[N:10][C:9]=2[CH2:13][OH:14])[C:4]([CH3:7])=[CH:5][CH:6]=1. (2) Given the product [CH2:20]([OH:21])[C@H:7]1[O:6][C:5](=[O:26])[C@H:4]([OH:3])[C@@H:9]([OH:10])[C@@H:8]1[OH:15], predict the reactants needed to synthesize it. The reactants are: C[Si](C)(C)[O:3][C@@H:4]1[C@@H:9]([O:10][Si](C)(C)C)[C@H:8]([O:15][Si](C)(C)C)[C@@H:7]([CH2:20][O:21][Si](C)(C)C)[O:6][C:5]1=[O:26].C([Mg]Cl)(C)C.[Li+].[Cl-]. (3) The reactants are: Br[C:2]1[CH:3]=[C:4]2[C:9](=[CH:10][CH:11]=1)[C:8](=[O:12])[NH:7][N:6]=[C:5]2[Cl:13].[N:14]1([C:19]2[N:24]=[C:23]([CH2:25][NH2:26])[CH:22]=[CH:21][CH:20]=2)[CH2:18][CH2:17][CH2:16][CH2:15]1.C1C=CC(P(C2C(C3C(P(C4C=CC=CC=4)C4C=CC=CC=4)=CC=C4C=3C=CC=C4)=C3C(C=CC=C3)=CC=2)C2C=CC=CC=2)=CC=1.CC([O-])(C)C.[Na+]. Given the product [Cl:13][C:5]1[C:4]2[C:9](=[CH:10][CH:11]=[C:2]([NH:26][CH2:25][C:23]3[CH:22]=[CH:21][CH:20]=[C:19]([N:14]4[CH2:18][CH2:17][CH2:16][CH2:15]4)[N:24]=3)[CH:3]=2)[C:8](=[O:12])[NH:7][N:6]=1, predict the reactants needed to synthesize it. (4) The reactants are: [CH3:1][O:2][C:3]([C@@H:5]1[CH2:18][C:17]2[CH:16]=[C:15]3[C:10]([O:11][C@@H:12]([C:21]4[CH:26]=[CH:25][C:24]([O:27][CH2:28][C:29]5[CH:34]=[CH:33][C:32]([Cl:35])=[C:31]([Cl:36])[CH:30]=5)=[CH:23][CH:22]=4)[C:13](=[O:20])[N:14]3[CH3:19])=[CH:9][C:8]=2[CH2:7][N:6]1C(OC(C)(C)C)=O)=[O:4].C(=O)([O-])[O-].[Na+].[Na+]. Given the product [CH3:1][O:2][C:3]([C@@H:5]1[CH2:18][C:17]2[CH:16]=[C:15]3[C:10]([O:11][C@@H:12]([C:21]4[CH:22]=[CH:23][C:24]([O:27][CH2:28][C:29]5[CH:34]=[CH:33][C:32]([Cl:35])=[C:31]([Cl:36])[CH:30]=5)=[CH:25][CH:26]=4)[C:13](=[O:20])[N:14]3[CH3:19])=[CH:9][C:8]=2[CH2:7][NH:6]1)=[O:4], predict the reactants needed to synthesize it. (5) Given the product [CH3:14][N:15]1[C:16]2[CH:30]=[CH:29][C:19]([O:20][C:21]3[CH:26]=[CH:25][N:24]=[C:23]([C:27]#[N:28])[CH:22]=3)=[CH:18][C:17]=2[N:31]=[C:10]1[NH:9][C:6]1[CH:7]=[CH:8][C:3]([C:2]([F:13])([F:12])[F:1])=[CH:4][CH:5]=1, predict the reactants needed to synthesize it. The reactants are: [F:1][C:2]([F:13])([F:12])[C:3]1[CH:8]=[CH:7][C:6]([N:9]=[C:10]=S)=[CH:5][CH:4]=1.[CH3:14][NH:15][C:16]1[CH:30]=[CH:29][C:19]([O:20][C:21]2[CH:26]=[CH:25][N:24]=[C:23]([C:27]#[N:28])[CH:22]=2)=[CH:18][C:17]=1[NH2:31].CCN(C(C)C)C(C)C.[Cl-].ClC1N(C)CC[NH+]1C. (6) Given the product [ClH:38].[NH2:1][C:2]1[N:7]=[CH:6][N:5]=[C:4]2[N:8]([CH:12]([C:14]3[O:15][C:16](=[O:37])[C:17]4[C:22]([C:23]=3[C:24]3[CH2:29][CH2:28][NH:27][CH2:26][CH:25]=3)=[CH:21][CH:20]=[CH:19][CH:18]=4)[CH3:13])[N:9]=[C:10]([I:11])[C:3]=12, predict the reactants needed to synthesize it. The reactants are: [NH2:1][C:2]1[N:7]=[CH:6][N:5]=[C:4]2[N:8]([CH:12]([C:14]3[O:15][C:16](=[O:37])[C:17]4[C:22]([C:23]=3[C:24]3[CH2:29][CH2:28][N:27](C(OC(C)(C)C)=O)[CH2:26][CH:25]=3)=[CH:21][CH:20]=[CH:19][CH:18]=4)[CH3:13])[N:9]=[C:10]([I:11])[C:3]=12.[ClH:38]. (7) Given the product [CH3:15][C:12]1[N:11]=[C:10]([C:25]2[CH:26]=[N:27][CH:28]=[CH:29][CH:30]=2)[C:9]([O:8][CH2:1][C:2]2[CH:7]=[CH:6][CH:5]=[CH:4][CH:3]=2)=[CH:14][CH:13]=1, predict the reactants needed to synthesize it. The reactants are: [CH2:1]([O:8][C:9]1[C:10](I)=[N:11][C:12]([CH3:15])=[CH:13][CH:14]=1)[C:2]1[CH:7]=[CH:6][CH:5]=[CH:4][CH:3]=1.CC1(C)C(C)(C)OB([C:25]2[CH:26]=[N:27][CH:28]=[CH:29][CH:30]=2)O1.C([O-])([O-])=O.[Cs+].[Cs+].CO. (8) Given the product [Br:24][C:21]1[N:20]=[C:19]([C:25](=[O:27])[CH3:26])[C:18]([OH:17])=[CH:23][CH:22]=1, predict the reactants needed to synthesize it. The reactants are: [Cl-].[Al+3].[Cl-].[Cl-].[Cl-].C[NH+](C)C.C([O:17][C:18]1[C:19]([C:25](=[O:27])[CH3:26])=[N:20][C:21]([Br:24])=[CH:22][CH:23]=1)C1C=CC=CC=1. (9) The reactants are: C(Cl)(=O)C(Cl)=O.CS(C)=O.[C:11]([SiH2:15][O:16][C:17]([CH3:43])([CH3:42])[C@@:18]([NH:38][C:39](=[O:41])[CH3:40])([CH3:37])[CH2:19][CH2:20][C:21]1[CH:26]=[CH:25][C:24]([CH:27]([OH:36])[CH2:28][CH2:29][CH2:30][CH2:31][C:32]([F:35])([F:34])[F:33])=[CH:23][CH:22]=1)([CH3:14])([CH3:13])[CH3:12].C(N(CC)CC)C. Given the product [C:11]([SiH2:15][O:16][C:17]([CH3:43])([CH3:42])[C@@:18]([NH:38][C:39](=[O:41])[CH3:40])([CH3:37])[CH2:19][CH2:20][C:21]1[CH:26]=[CH:25][C:24]([C:27](=[O:36])[CH2:28][CH2:29][CH2:30][CH2:31][C:32]([F:35])([F:33])[F:34])=[CH:23][CH:22]=1)([CH3:14])([CH3:12])[CH3:13], predict the reactants needed to synthesize it.